Predict the reactants needed to synthesize the given product. From a dataset of Full USPTO retrosynthesis dataset with 1.9M reactions from patents (1976-2016). (1) Given the product [Cl:29][C:27]1[N:28]=[C:21]2[C:20]([C:2]#[C:1][C:3]3[CH:8]=[CH:7][CH:6]=[CH:5][C:4]=3[NH2:9])=[CH:25][CH:24]=[CH:23][N:22]2[N:26]=1, predict the reactants needed to synthesize it. The reactants are: [C:1]([C:3]1[CH:8]=[CH:7][CH:6]=[CH:5][C:4]=1[NH2:9])#[CH:2].C(N(CC)C(C)C)(C)C.Br[C:20]1[C:21]2[N:22]([N:26]=[C:27]([Cl:29])[N:28]=2)[CH:23]=[CH:24][CH:25]=1.Cl. (2) Given the product [CH2:22]([CH:6]1[C:4]([C:15]([F:16])([F:17])[F:18])([OH:5])[N:32]2[C:10]3[CH:9]([CH2:14][CH2:13][CH2:12][C:11]=3[CH:34]=[CH:33]2)[CH2:8][CH2:7]1)[CH2:21][C:29]1[CH:28]=[CH:27][CH:26]=[CH:25][CH:24]=1, predict the reactants needed to synthesize it. The reactants are: C(O[C:4]1([C:15]([F:18])([F:17])[F:16])[CH:6]([CH2:7][CH2:8][C:9]2[CH:14]=[CH:13][CH:12]=[CH:11][CH:10]=2)[O:5]1)C.FC(F)(F)[C:21]1[C:29]2[C:24](=[CH:25][CH:26]=[CH:27][CH:28]=2)N[CH:22]=1.[NH:32]1CCCC[C:34]2C=CC=C[C:33]1=2. (3) Given the product [CH3:22][O:21][C:18]1[CH:19]=[CH:20][C:15]([O:14][CH:11]2[CH2:12][CH2:13][NH:8][CH2:9][CH2:10]2)=[N:16][CH:17]=1, predict the reactants needed to synthesize it. The reactants are: C(OC([N:8]1[CH2:13][CH2:12][CH:11]([O:14][C:15]2[CH:20]=[CH:19][C:18]([O:21][CH3:22])=[CH:17][N:16]=2)[CH2:10][CH2:9]1)=O)(C)(C)C.Cl. (4) Given the product [N:1]([C:4]1[C:9]([F:10])=[CH:8][N:7]=[CH:6][C:5]=1/[CH:11]=[N:21]/[C:17]1[C:18]([Cl:20])=[CH:19][C:14]([Br:13])=[CH:15][C:16]=1[Cl:22])=[N+:2]=[N-:3], predict the reactants needed to synthesize it. The reactants are: [N:1]([C:4]1[C:9]([F:10])=[CH:8][N:7]=[CH:6][C:5]=1[CH:11]=O)=[N+:2]=[N-:3].[Br:13][C:14]1[CH:19]=[C:18]([Cl:20])[C:17]([NH2:21])=[C:16]([Cl:22])[CH:15]=1.C(N(CC)CC)C. (5) Given the product [Cl:1][C:2]1[CH:3]=[N:4][CH:5]=[C:6]([Cl:10])[C:7]=1[CH:8]=[N:12][OH:13], predict the reactants needed to synthesize it. The reactants are: [Cl:1][C:2]1[CH:3]=[N:4][CH:5]=[C:6]([Cl:10])[C:7]=1[CH:8]=O.Cl.[NH2:12][OH:13].[OH-].[Na+].Cl. (6) Given the product [CH3:18][C:4]([CH3:3])([CH2:14][CH2:15][CH2:16][CH3:17])[C:5](=[O:13])/[CH:6]=[CH:19]/[C@H:21]1[CH2:25][O:24][C:23](=[O:26])[N:22]1[CH2:27][CH2:28][S:29][C:30]1[S:31][CH:32]=[C:33]([C:35]([O:37][CH2:38][CH3:39])=[O:36])[N:34]=1, predict the reactants needed to synthesize it. The reactants are: [H-].[Na+].[CH3:3][C:4]([CH3:18])([CH2:14][CH2:15][CH2:16][CH3:17])[C:5](=[O:13])[CH2:6]P(=O)(OC)OC.[CH:19]([C@H:21]1[CH2:25][O:24][C:23](=[O:26])[N:22]1[CH2:27][CH2:28][S:29][C:30]1[S:31][CH:32]=[C:33]([C:35]([O:37][CH2:38][CH3:39])=[O:36])[N:34]=1)=O.Cl. (7) Given the product [N+:1]([C:4]1[CH:5]=[CH:6][C:7](/[C:10](/[C:15]2[CH:16]=[CH:17][CH:18]=[CH:19][CH:20]=2)=[CH:11]\[CH2:12][OH:13])=[CH:8][CH:9]=1)([O-:3])=[O:2], predict the reactants needed to synthesize it. The reactants are: [N+:1]([C:4]1[CH:9]=[CH:8][C:7](/[C:10](/[C:15]2[CH:20]=[CH:19][CH:18]=[CH:17][CH:16]=2)=[CH:11]\[C:12](O)=[O:13])=[CH:6][CH:5]=1)([O-:3])=[O:2].B.C1COCC1.C([O-])(O)=O.[Na+].CCOC(C)=O.